This data is from Full USPTO retrosynthesis dataset with 1.9M reactions from patents (1976-2016). The task is: Predict the reactants needed to synthesize the given product. Given the product [Br:1][C:2]1[CH:3]=[C:4]([CH2:5][OH:6])[CH:14]=[C:15]([CH2:17][O:18][CH:19]([CH3:21])[CH3:20])[CH:16]=1, predict the reactants needed to synthesize it. The reactants are: [Br:1][C:2]1[CH:3]=[C:4]([CH:14]=[C:15]([CH2:17][O:18][CH:19]([CH3:21])[CH3:20])[CH:16]=1)[CH2:5][O:6][Si](C(C)(C)C)(C)C.CCCC[N+](CCCC)(CCCC)CCCC.[F-].